Dataset: Experimentally validated miRNA-target interactions with 360,000+ pairs, plus equal number of negative samples. Task: Binary Classification. Given a miRNA mature sequence and a target amino acid sequence, predict their likelihood of interaction. (1) The miRNA is hsa-let-7b-5p with sequence UGAGGUAGUAGGUUGUGUGGUU. The protein sequence of the target gene is MWPRLAFCCWGLALVSGWATFQQMSPSRNFSFRLFPETAPGAPGSIPAPPAPGDEAAGSRVERLGQAFRRRVRLLRELSERLELVFLVDDSSSVGEVNFRSELMFVRKLLSDFPVVPTATRVAIVTFSSKNYVVPRVDYISTRRARQHKCALLLQEIPAISYRGGGTYTKGAFQQAAQILLHARENSTKVVFLITDGYSNGGDPRPIAASLRDSGVEIFTFGIWQGNIRELNDMASTPKEEHCYLLHSFEEFEALARRALHEDLPSGSFIQDDMVHCSYLCDEGKDCCDRMGSCKCGTHT.... Result: 0 (no interaction). (2) The miRNA is hsa-miR-449a with sequence UGGCAGUGUAUUGUUAGCUGGU. The protein sequence of the target gene is MTLLGSEHSLLIRRKFRSVLQLRLQQRRTQEQLANQGLIPPLKSPTEFHDPRKKLDSAKTEDSLRRKVRNRSDRASLVNMHILQASTAERSIPTAQMKLKRARLADDLNEKIALRPGPLELVEKNILPMDSSVKEAIKGTEVSLSKAADAFAFEDDSSRDGLSPDQARSEDPQGSGGSTPDIKSTEAPLAGPLDTIQDLTPGSESDKNDTASQLSNQSDSGKQVLGPLSTPIPVHTAVKSKSLGDSKNRHKKPKDPKPKVKKLKYHQYIPPDQKAEKSPPPMDSAYARLLQQQQLFLQLQ.... Result: 0 (no interaction). (3) The miRNA is mmu-miR-1894-5p with sequence CUCUCCCCUACCACCUGCCUCU. The protein sequence of the target gene is MPKYKQRRRKLKAKAKRMSKKKEAAVVSPKLLTPSPPLPEPERVVTSAADIPQSRNWLRPSWNLRFPNIKDAINLWTNRAWCIYSCCQTCVAQSLEVLKDALFPSRVYHRELHSLKQQLCVLKRELCKLRENLKSISENSSCSSCCHKCCPSDKLTTVPACAPTTNGESQTVLSSTQPQPANHPPSPPPLPPPPPPPPPLPPPPPPLAPLLLRKSGTTKALQVEPLKKDGPMHITVKDLLNVKLKKTQSVDERKKLVPSPPEERTPLVTVSDLQHVTLKPNSRVSATRIKNVLITPGKSQ.... Result: 0 (no interaction). (4) The miRNA is hsa-miR-3180-5p with sequence CUUCCAGACGCUCCGCCCCACGUCG. Result: 1 (interaction). The protein sequence of the target gene is MDTASHSLVLLQQLNMQREFGFLCDCTVAIGDVYFKAHRAVLAAFSNYFKMIFIHQTSECIKIQPTDIQPDIFSYLLHIMYTGKGPKQIVDHSRLEEGIRFLHADYLSHIATEMNQVFSPETVQSSNLYGIQISTTQKTVVKQGLEVKEAPSSNSGNRAAVQGDHPQLQLSLAIGLDDGTADQQRACPATQALEEHQKPPVSIKQERCDPESVISQSHPSPSSEVTGPTFTENSVKIHLCHYCGERFDSRSNLRQHLHTHVSGSLPFGVPASILESNDLGEVHPLNENSEALECRRLSSF.... (5) The miRNA is dme-miR-13b-3p with sequence UAUCACAGCCAUUUUGACGAGU. The protein sequence of the target gene is MGWLPLLLLLTQCLGVPGQRSPLNDFQVLRGTELQHLLHAVVPGPWQEDVADAEECAGRCGPLMDCRAFHYNVSSHGCQLLPWTQHSPHTRLRRSGRCDLFQKKDYVRTCIMNNGVGYRGTMATTVGGLPCQAWSHKFPNDHKYTPTLRNGLEENFCRNPDGDPGGPWCYTTDPAVRFQSCGIKSCREAACVWCNGEEYRGAVDRTESGRECQRWDLQHPHQHPFEPGKFLDQGLDDNYCRNPDGSERPWCYTTDPQIEREFCDLPRCGSEAQPRQEATTVSCFRGKGEGYRGTANTTTA.... Result: 0 (no interaction). (6) Result: 1 (interaction). The protein sequence of the target gene is MSIEKIWAREILDSRGNPTVEVDLYTAKGLFRAAVPSGASTGIYEALELRDGDKQRYLGKGVLKAVDHINSRIAPALISSGISVVEQEKLDNLMLELDGTENKSKFGANAILGVSLAVCKAGAAERDLPLYRHIAQLAGNSDLILPVPAFNVINGGSHAGNKLAMQEFMILPVGAESFRDAMRLGAEVYHTLKGVIKDKYGKDATNVGDEGGFAPNILENSEALELVKEAIDKAGYTEKMVIGMDVAASEFYRDGKYDLDFKSPADPSRYITGDQLGALYQDFVRNYPVVSIEDPFDQDD.... The miRNA is mmu-miR-3089-5p with sequence UGAGUUCAGGGACAGCGUGUCU. (7) The miRNA is mmu-miR-758-3p with sequence UUUGUGACCUGGUCCACUA. The protein sequence of the target gene is MNGTLDHPDQPDLDAIKMFVGQVPRTWSEKDLRELFEQYGAVYEINILRDRSQNPPQSKGCCFVTFYTRKAALEAQNALHNMKVLPGMHHPIQMKPADSEKNNAVEDRKLFIGMISKKCTENDIRVMFSSFGQIEECRILRGPDGLSRGCAFVTFTTRTMAQTAIKAMHQAQTMEGCSSPMVVKFADTQKDKEQKRMAQQLQQQMQQISAASVWGNLAGLNTLGPQYLALYLQLLQQTASSGNLNTLSSLHPMGGLNAMQLQNLAALAAAASAAQNTPSGTNALTTSSSPLSVLTSSGSS.... Result: 1 (interaction). (8) Result: 0 (no interaction). The protein sequence of the target gene is MVMAHFVENFWGEKNNGFDVLYHNMKHGQISTKELADFVRERATIEEAYSRSMTKLAKSASNYSQLGTFAPMWDVFKTSTEKLANCHLDLVRKLQELIKEVQKYGEEQVKSHKKTKEEVAGTLEAVQAIQNITQALQKSKENYTAKCVEQERLKKEGATQREIEKAAVKSKKATDTYKLYVEKYALTKADFEQKMTETAQKFQDIEETHLIHIKEIIGSLSNAVKEIHLQIGQVHEEFINNMANTTIESLIQKFAESKGTGKERPGLIEFEECDPASAVEGIKPRKRKTFALPGIIKKEK.... The miRNA is hsa-miR-6841-5p with sequence UAGGGUACUCAGAGCAAGUUGU. (9) The miRNA is hsa-miR-508-5p with sequence UACUCCAGAGGGCGUCACUCAUG. The protein sequence of the target gene is MLPTEVPQSHPGPSALLLLQLLLPPTSAFFPNIWSLLAAPGSITHQDLTEEAALNVTLQLFLEQPPPGRPPLRLEDFLGRTLLADDLFAAYFGPGSSRRFRAALGEVSRANAAQDFLPTSRNDPDLHFDAERLGQGRARLVGALRETVVAARALDHTLARQRLGAALHALQDFYSHSNWVELGEQQPHPHLLWPRQELQNLAQVADPTCSDCEELSCPRNWLGFTLLTSGYFGTHPPKPPGKCSHGGHFDRSSSQPPRGGINKDSTSPGFSPHHMLHLQAAKLALLASIQAFSLLRSRLG.... Result: 1 (interaction).